From a dataset of Catalyst prediction with 721,799 reactions and 888 catalyst types from USPTO. Predict which catalyst facilitates the given reaction. (1) Reactant: [Cl:1][C:2]1[C:7]([CH2:8][CH2:9][CH3:10])=[C:6]([F:11])[CH:5]=[CH:4][C:3]=1[CH:12](OC)[O:13]C.O.C(OCC)(=O)C. Product: [Cl:1][C:2]1[C:7]([CH2:8][CH2:9][CH3:10])=[C:6]([F:11])[CH:5]=[CH:4][C:3]=1[CH:12]=[O:13]. The catalyst class is: 7. (2) Reactant: [CH3:1][O:2][CH2:3][CH2:4][O:5][CH2:6][CH2:7][O:8][CH2:9][CH2:10][OH:11].[H-].[Na+].F[C:15]1[CH:22]=[CH:21][C:20]([N+:23]([O-:25])=[O:24])=[CH:19][C:16]=1[C:17]#[N:18]. Product: [CH3:1][O:2][CH2:3][CH2:4][O:5][CH2:6][CH2:7][O:8][CH2:9][CH2:10][O:11][C:15]1[CH:22]=[CH:21][C:20]([N+:23]([O-:25])=[O:24])=[CH:19][C:16]=1[C:17]#[N:18]. The catalyst class is: 37. (3) The catalyst class is: 5. Product: [NH2:10][CH:11]([C:12]([CH3:15])([CH3:14])[CH3:13])[C:16]([N:18]1[CH2:22][CH2:21][CH:20]2[N:23]([CH:35]3[CH2:40][CH2:39][O:38][CH2:37][CH2:36]3)[CH2:24][CH:25]([O:26][C:27]3[CH:32]=[CH:31][C:30]([F:33])=[C:29]([F:34])[CH:28]=3)[CH:19]12)=[O:17]. Reactant: C(OC(=O)[NH:10][CH:11]([C:16]([N:18]1[CH2:22][CH2:21][CH:20]2[N:23]([CH:35]3[CH2:40][CH2:39][O:38][CH2:37][CH2:36]3)[CH2:24][CH:25]([O:26][C:27]3[CH:32]=[CH:31][C:30]([F:33])=[C:29]([F:34])[CH:28]=3)[CH:19]12)=[O:17])[C:12]([CH3:15])([CH3:14])[CH3:13])C1C=CC=CC=1. (4) Reactant: [Br:1][C:2]1[CH:3]=[C:4]2[C:14](=[CH:15][CH:16]=1)[O:13][C:7]1[CH:8]=[N:9][C:10]([Cl:12])=[CH:11][C:6]=1[C:5]2=[O:17].[CH:18]([Mg]Cl)=[CH2:19].CCOCC. Product: [Br:1][C:2]1[CH:3]=[C:4]2[C:14](=[CH:15][CH:16]=1)[O:13][C:7]1[CH:8]=[N:9][C:10]([Cl:12])=[CH:11][C:6]=1[C:5]2([CH:18]=[CH2:19])[OH:17]. The catalyst class is: 1. (5) Reactant: [NH:1]1[C:9]2[C:4](=[CH:5][CH:6]=[CH:7][CH:8]=2)[C:3]([CH:10]=[CH:11][CH:12]=[O:13])=[CH:2]1.[CH2:14]([CH:16]1[O:18][CH2:17]1)Br.[OH-].[K+].C([O-])([O-])=O.[K+].[K+]. Product: [OH:18][CH2:17][CH2:16][CH2:14][N:1]1[C:9]2[C:4](=[CH:5][CH:6]=[CH:7][CH:8]=2)[C:3]([CH:10]=[CH:11][CH:12]=[O:13])=[CH:2]1. The catalyst class is: 31. (6) Reactant: [Cl:1][C:2]1[C:3](F)=[CH:4][C:5]([F:29])=[C:6]([S:8]([N:11]([C:23]2[S:24][C:25]([Cl:28])=[CH:26][N:27]=2)CC2C=CC(OC)=CC=2OC)(=[O:10])=[O:9])[CH:7]=1.C(OC([N:38]1[CH2:41][CH:40]([C:42]2[CH:47]=[C:46]([Cl:48])[CH:45]=[CH:44][C:43]=2[OH:49])[CH2:39]1)=O)(C)(C)C.FC(F)(F)C(O)=O. Product: [NH:38]1[CH2:41][CH:40]([C:42]2[CH:47]=[C:46]([Cl:48])[CH:45]=[CH:44][C:43]=2[O:49][C:3]2[C:2]([Cl:1])=[CH:7][C:6]([S:8]([NH:11][C:23]3[S:24][C:25]([Cl:28])=[CH:26][N:27]=3)(=[O:9])=[O:10])=[C:5]([F:29])[CH:4]=2)[CH2:39]1. The catalyst class is: 4. (7) Reactant: Cl.[Cl:2][C:3]1[CH:4]=[C:5]([OH:23])[CH:6]=[C:7]([NH:9][C:10]2[C:11]3[C:18]4[CH2:19][CH2:20][NH:21][CH2:22][C:17]=4[S:16][C:12]=3[N:13]=[CH:14][N:15]=2)[CH:8]=1.Cl.[CH3:25][N:26]([CH3:33])[CH2:27]/[CH:28]=[CH:29]/[C:30](O)=[O:31].CCN(C(C)C)C(C)C.CN(C(ON1N=NC2C=CC=CC1=2)=[N+](C)C)C.[B-](F)(F)(F)F. Product: [Cl:2][C:3]1[CH:4]=[C:5]([OH:23])[CH:6]=[C:7]([NH:9][C:10]2[C:11]3[C:18]4[CH2:19][CH2:20][N:21]([C:30](=[O:31])/[CH:29]=[CH:28]/[CH2:27][N:26]([CH3:33])[CH3:25])[CH2:22][C:17]=4[S:16][C:12]=3[N:13]=[CH:14][N:15]=2)[CH:8]=1. The catalyst class is: 198.